Dataset: Forward reaction prediction with 1.9M reactions from USPTO patents (1976-2016). Task: Predict the product of the given reaction. (1) Given the reactants [CH:1]1([N:4]([CH2:29][C:30]2[CH:35]=[C:34]([CH2:36][CH2:37][CH2:38][O:39][CH3:40])[CH:33]=[C:32]([O:41][CH2:42][CH2:43][O:44][CH3:45])[CH:31]=2)[C:5]([C@@H:7]2[C@@:12]([OH:21])([C:13]3[CH:18]=[CH:17][CH:16]=[C:15]([O:19][CH3:20])[CH:14]=3)[CH2:11][CH2:10][N:9](C(OC(C)(C)C)=O)[CH2:8]2)=[O:6])[CH2:3][CH2:2]1.Cl, predict the reaction product. The product is: [CH:1]1([N:4]([CH2:29][C:30]2[CH:35]=[C:34]([CH2:36][CH2:37][CH2:38][O:39][CH3:40])[CH:33]=[C:32]([O:41][CH2:42][CH2:43][O:44][CH3:45])[CH:31]=2)[C:5]([CH:7]2[C:12]([OH:21])([C:13]3[CH:18]=[CH:17][CH:16]=[C:15]([O:19][CH3:20])[CH:14]=3)[CH2:11][CH2:10][NH:9][CH2:8]2)=[O:6])[CH2:3][CH2:2]1. (2) Given the reactants [CH3:1][C:2]1[C:6]([CH3:7])=[C:5]([NH:8][C:9](=[O:16])OCC(Cl)(Cl)Cl)[O:4][N:3]=1.[F:17][C:18]1[CH:23]=[C:22]([F:24])[CH:21]=[CH:20][C:19]=1[C:25]1[CH:30]=[C:29]([N:31]2[CH2:36][CH2:35][NH:34][CH2:33][CH2:32]2)[CH:28]=[CH:27][N:26]=1, predict the reaction product. The product is: [F:17][C:18]1[CH:23]=[C:22]([F:24])[CH:21]=[CH:20][C:19]=1[C:25]1[CH:30]=[C:29]([N:31]2[CH2:32][CH2:33][N:34]([C:9]([NH:8][C:5]3[O:4][N:3]=[C:2]([CH3:1])[C:6]=3[CH3:7])=[O:16])[CH2:35][CH2:36]2)[CH:28]=[CH:27][N:26]=1. (3) The product is: [CH:1]1([C:7]([NH:48][C:49]2[CH:50]=[C:51]([CH2:55][CH2:56][CH2:57][NH:58][C:59](=[O:65])[O:60][C:61]([CH3:63])([CH3:62])[CH3:64])[CH:52]=[CH:53][CH:54]=2)=[O:9])[CH2:2][CH2:3][CH2:4][CH2:5][CH2:6]1. Given the reactants [CH:1]1([C:7]([OH:9])=O)[CH2:6][CH2:5][CH2:4][CH2:3][CH2:2]1.CN(C(ON1N=NC2C=CC=CC1=2)=[N+](C)C)C.[B-](F)(F)(F)F.C(N(C(C)C)C(C)C)C.C1(C[NH:48][C:49]2[CH:50]=[C:51]([CH2:55][CH2:56][CH2:57][NH:58][C:59](=[O:65])[O:60][C:61]([CH3:64])([CH3:63])[CH3:62])[CH:52]=[CH:53][CH:54]=2)CCCCC1, predict the reaction product.